From a dataset of Forward reaction prediction with 1.9M reactions from USPTO patents (1976-2016). Predict the product of the given reaction. (1) Given the reactants [CH3:1]C([O-])(C)C.[K+].[F:7][C:8]1[CH:17]=[CH:16][C:15]2[N:14]=[CH:13][C:12]([O:18][CH3:19])=[N:11][C:10]=2[C:9]=1[CH:20]=O.[NH4+].[Cl-].O, predict the reaction product. The product is: [F:7][C:8]1[C:9]([CH:20]=[CH2:1])=[C:10]2[C:15]([N:14]=[CH:13][C:12]([O:18][CH3:19])=[N:11]2)=[CH:16][CH:17]=1. (2) The product is: [Cl:9][CH2:8][CH2:6][C:5]1[C:19]2[C:20](=[CH:21][C:22]([O:24][CH3:25])=[CH:23][C:18]=2[O:17][CH3:16])[O:30][C:28](=[O:31])[CH:29]=1. Given the reactants C(OC(=O)[CH2:5][C:6]([CH2:8][Cl:9])=O)C.S(=O)(=O)(O)O.[CH3:16][O:17][C:18]1[CH:19]=[C:20](O)[CH:21]=[C:22]([O:24][CH3:25])[CH:23]=1.O.[C:28]([OH:31])(=[O:30])[CH3:29], predict the reaction product. (3) Given the reactants [CH3:1][C:2]1[CH:7]=[CH:6][C:5]([S:8]([NH:11][C:12]2[N:17]=[CH:16][C:15]([O:18][C:19]3[CH:20]=[C:21]([NH:25][C:26](=[O:37])[C:27]4[CH:32]=[CH:31][CH:30]=[C:29]([C:33]([F:36])([F:35])[F:34])[CH:28]=4)[CH:22]=[CH:23][CH:24]=3)=[CH:14][CH:13]=2)(=[O:10])=[O:9])=[CH:4][CH:3]=1.C(N(CC)C(C)C)(C)C.I[CH2:48][C:49]([NH2:51])=[O:50].O, predict the reaction product. The product is: [NH2:51][C:49](=[O:50])[CH2:48][N:17]1[C:12](=[N:11][S:8]([C:5]2[CH:6]=[CH:7][C:2]([CH3:1])=[CH:3][CH:4]=2)(=[O:10])=[O:9])[CH:13]=[CH:14][C:15]([O:18][C:19]2[CH:20]=[C:21]([NH:25][C:26](=[O:37])[C:27]3[CH:32]=[CH:31][CH:30]=[C:29]([C:33]([F:35])([F:36])[F:34])[CH:28]=3)[CH:22]=[CH:23][CH:24]=2)=[CH:16]1. (4) Given the reactants [N+:1]([C:4]1[CH:5]=[C:6]([OH:13])[CH:7]=[CH:8][C:9]=1[N+:10]([O-:12])=[O:11])([O-:3])=[O:2].[F:14][C:15]1[CH:22]=[CH:21][C:18]([CH2:19]Cl)=[CH:17][CH:16]=1.C(=O)([O-])[O-].[K+].[K+], predict the reaction product. The product is: [F:14][C:15]1[CH:22]=[CH:21][C:18]([CH2:19][O:13][C:6]2[CH:7]=[CH:8][C:9]([N+:10]([O-:12])=[O:11])=[C:4]([N+:1]([O-:3])=[O:2])[CH:5]=2)=[CH:17][CH:16]=1. (5) Given the reactants [Cl:1][C:2]1[C:3]([O:12][C:13]2[CH:18]=[CH:17][CH:16]=[C:15]([Cl:19])[C:14]=2[Cl:20])=[CH:4][C:5]2[N:9]=[C:8]([SH:10])[NH:7][C:6]=2[CH:11]=1.[S:21]([O:26]C)(O[CH3:25])(=[O:23])=[O:22], predict the reaction product. The product is: [CH3:25][S:10][C:8]1[NH:9][C:5]2[CH:4]=[C:3]([O:12][C:13]3[CH:18]=[CH:17][CH:16]=[C:15]([Cl:19])[C:14]=3[Cl:20])[C:2]([Cl:1])=[CH:11][C:6]=2[N:7]=1.[CH3:2][S:21]([O-:26])(=[O:23])=[O:22]. (6) Given the reactants Br[C:2]1[S:6][CH:5]=[C:4]([C:7]([N:9]2[C@@H:18]3[C@@H:13]([CH2:14][CH2:15][CH2:16][CH2:17]3)[CH2:12][CH2:11][CH2:10]2)=[O:8])[CH:3]=1.[CH3:19][O:20][C:21]1[CH:26]=[CH:25][C:24](B(O)O)=[CH:23][N:22]=1.C(=O)([O-])[O-].[Cs+].[Cs+], predict the reaction product. The product is: [CH3:19][O:20][C:21]1[N:22]=[CH:23][C:24]([C:2]2[S:6][CH:5]=[C:4]([C:7]([N:9]3[CH:18]4[CH:13]([CH2:14][CH2:15][CH2:16][CH2:17]4)[CH2:12][CH2:11][CH2:10]3)=[O:8])[CH:3]=2)=[CH:25][CH:26]=1. (7) Given the reactants [Cl:1][CH2:2][CH2:3][O:4][C:5]1[CH:10]=[CH:9][CH:8]=[CH:7][CH:6]=1.[CH3:11][O:12][C:13]1[CH:21]=[CH:20][C:16]([C:17](Cl)=[O:18])=[CH:15][CH:14]=1.[Al+3].[Cl-].[Cl-].[Cl-], predict the reaction product. The product is: [Cl:1][CH2:2][CH2:3][O:4][C:5]1[CH:10]=[CH:9][C:8]([C:17]([C:16]2[CH:20]=[CH:21][C:13]([O:12][CH3:11])=[CH:14][CH:15]=2)=[O:18])=[CH:7][CH:6]=1.